This data is from Catalyst prediction with 721,799 reactions and 888 catalyst types from USPTO. The task is: Predict which catalyst facilitates the given reaction. (1) Reactant: Cl.[Cl:2][C:3]1[CH:8]=[CH:7][CH:6]=[C:5]([Cl:9])[C:4]=1[NH:10][NH2:11].C(=O)([O-])[O-].[K+].[K+].C([O:20][CH:21]=[C:22]([C:28](OCC)=O)[C:23]([O:25][CH2:26][CH3:27])=[O:24])C. Product: [Cl:2][C:3]1[CH:8]=[CH:7][CH:6]=[C:5]([Cl:9])[C:4]=1[N:10]1[C:21](=[O:20])[C:22]([C:23]([O:25][CH2:26][CH3:27])=[O:24])=[CH:28][NH:11]1. The catalyst class is: 6. (2) Reactant: [C:1]([C:3]1[CH:8]=[CH:7][C:6]([NH:9][C:10](=[O:16])[C@:11]([OH:15])([CH3:14])[CH2:12][OH:13])=[CH:5][C:4]=1[C:17]([F:20])([F:19])[F:18])#[N:2].C(N(CC)CC)C.[CH3:28][S:29](Cl)(=[O:31])=[O:30].Cl. Product: [CH3:28][S:29]([O:13][CH2:12][C@@:11]([OH:15])([CH3:14])[C:10]([NH:9][C:6]1[CH:7]=[CH:8][C:3]([C:1]#[N:2])=[C:4]([C:17]([F:19])([F:18])[F:20])[CH:5]=1)=[O:16])(=[O:31])=[O:30]. The catalyst class is: 96. (3) Reactant: C(N(CC)C(C)C)C.[CH2:9]([C@:16]1([CH3:22])[CH2:21][NH:20][CH2:19][CH2:18][NH:17]1)[C:10]1[CH:15]=[CH:14][CH:13]=[CH:12][CH:11]=1.Cl[C:24]([O:26][CH3:27])=[O:25]. Product: [CH2:9]([C@:16]1([CH3:22])[CH2:21][N:20]([C:24]([O:26][CH3:27])=[O:25])[CH2:19][CH2:18][N:17]1[C:24]([O:26][CH3:27])=[O:25])[C:10]1[CH:15]=[CH:14][CH:13]=[CH:12][CH:11]=1. The catalyst class is: 2. (4) Reactant: [F:1][C:2]1[CH:3]=[C:4]([CH2:8][CH2:9][CH2:10][C:11](=[O:20])[CH2:12][C:13](=O)[C:14]([O:16][CH2:17][CH3:18])=[O:15])[CH:5]=[CH:6][CH:7]=1.Cl.[NH2:22]O. Product: [F:1][C:2]1[CH:3]=[C:4]([CH2:8][CH2:9][CH2:10][C:11]2[O:20][N:22]=[C:13]([C:14]([O:16][CH2:17][CH3:18])=[O:15])[CH:12]=2)[CH:5]=[CH:6][CH:7]=1. The catalyst class is: 8. (5) Reactant: COCCN(S(F)(F)[F:11])CCOC.[Br:14][C:15]1[CH:16]=[CH:17][C:18]([F:41])=[C:19]([C@@:21]23[N:30]=[C:29]([NH:31][C:32](=[O:38])[O:33][C:34]([CH3:37])([CH3:36])[CH3:35])[S:28][CH2:27][C@@H:26]2[CH2:25][C@H:24]([CH2:39]O)[O:23][CH2:22]3)[CH:20]=1.C(=O)(O)[O-].[Na+]. Product: [Br:14][C:15]1[CH:16]=[CH:17][C:18]([F:41])=[C:19]([C@@:21]23[N:30]=[C:29]([NH:31][C:32](=[O:38])[O:33][C:34]([CH3:37])([CH3:35])[CH3:36])[S:28][CH2:27][C@@H:26]2[CH2:25][C@H:24]([CH2:39][F:11])[O:23][CH2:22]3)[CH:20]=1. The catalyst class is: 4. (6) Reactant: [CH3:1][O:2][C:3]1[S:7][C:6]2=[N:8][C:9]([C:11]3[O:12][C:13]4[CH:19]=[C:18]([O:20][CH3:21])[CH:17]=[C:16]([O:22][CH2:23][C:24]5[N:25]=[C:26]([CH:29]6[CH2:34][CH2:33][NH:32][CH2:31][CH2:30]6)[S:27][CH:28]=5)[C:14]=4[CH:15]=3)=[CH:10][N:5]2[N:4]=1.CCN(C(C)C)C(C)C.[C:44](O)(=[O:51])[C:45]1[CH:50]=[CH:49][CH:48]=[CH:47][CH:46]=1.CN(C(ON1N=NC2C=CC=NC1=2)=[N+](C)C)C.F[P-](F)(F)(F)(F)F. Product: [CH3:21][O:20][C:18]1[CH:17]=[C:16]([O:22][CH2:23][C:24]2[N:25]=[C:26]([CH:29]3[CH2:34][CH2:33][N:32]([C:44]([C:45]4[CH:50]=[CH:49][CH:48]=[CH:47][CH:46]=4)=[O:51])[CH2:31][CH2:30]3)[S:27][CH:28]=2)[C:14]2[CH:15]=[C:11]([C:9]3[N:8]=[C:6]4[N:5]([CH:10]=3)[N:4]=[C:3]([O:2][CH3:1])[S:7]4)[O:12][C:13]=2[CH:19]=1. The catalyst class is: 3. (7) Reactant: [CH2:1]([N:8]1[CH2:14][CH2:13][C:12](=[CH2:15])[C:11]2[N:16]=[C:17](Cl)[CH:18]=[CH:19][C:10]=2[CH2:9]1)[C:2]1[CH:7]=[CH:6][CH:5]=[CH:4][CH:3]=1.CC(C)([O-])C.[Na+].[NH:27]1[CH2:32][CH2:31][O:30][CH2:29][CH2:28]1.CC(C1C=C(C(C)C)C(C2C=CC=CC=2P(C2CCCCC2)C2CCCCC2)=C(C(C)C)C=1)C. Product: [CH2:1]([N:8]1[CH2:14][CH2:13][C:12](=[CH2:15])[C:11]2[N:16]=[C:17]([N:27]3[CH2:32][CH2:31][O:30][CH2:29][CH2:28]3)[CH:18]=[CH:19][C:10]=2[CH2:9]1)[C:2]1[CH:7]=[CH:6][CH:5]=[CH:4][CH:3]=1. The catalyst class is: 187. (8) Reactant: [Br:1][C:2]1[CH:7]=[CH:6][C:5]([C:8]2(O)[C:12]3[CH:13]=[C:14]([NH:19][C:20](=[O:26])[CH2:21][C:22]([CH3:25])([CH3:24])[CH3:23])[C:15]([CH3:18])=[C:16]([CH3:17])[C:11]=3[O:10][C:9]2([CH3:28])[CH3:27])=[CH:4][CH:3]=1. Product: [Br:1][C:2]1[CH:3]=[CH:4][C:5]([CH:8]2[C:12]3[CH:13]=[C:14]([NH:19][C:20](=[O:26])[CH2:21][C:22]([CH3:24])([CH3:23])[CH3:25])[C:15]([CH3:18])=[C:16]([CH3:17])[C:11]=3[O:10][C:9]2([CH3:28])[CH3:27])=[CH:6][CH:7]=1. The catalyst class is: 175.